This data is from Full USPTO retrosynthesis dataset with 1.9M reactions from patents (1976-2016). The task is: Predict the reactants needed to synthesize the given product. (1) Given the product [CH3:12][C:5]1[CH:4]=[C:3]([CH:8]=[CH:7][C:6]=1[CH:16]1[CH2:15][O:20][CH2:17]1)[C:1]#[N:2], predict the reactants needed to synthesize it. The reactants are: [C:1]([C:3]1[CH:8]=[CH:7][C:6](B(O)O)=[C:5]([CH3:12])[CH:4]=1)#[N:2].N[C@H]1CC[CH2:17][CH2:16][C@@H:15]1[OH:20].C[Si]([N-][Si](C)(C)C)(C)C.[Na+].IC1COC1. (2) The reactants are: C([N:14]1[CH2:17][CH:16]([O:18][CH:19]([C:30]2[CH:35]=[CH:34][C:33]([O:36][CH:37]([F:39])[F:38])=[CH:32][CH:31]=2)[C:20]2[CH:25]=[CH:24][CH:23]=[CH:22][C:21]=2[C:26]([F:29])([F:28])[F:27])[CH2:15]1)(C1C=CC=CC=1)C1C=CC=CC=1.[Cl:40]C(OC(Cl)C)=O. Given the product [ClH:40].[F:29][C:26]([F:27])([F:28])[C:21]1[CH:22]=[CH:23][CH:24]=[CH:25][C:20]=1[CH:19]([O:18][CH:16]1[CH2:17][NH:14][CH2:15]1)[C:30]1[CH:35]=[CH:34][C:33]([O:36][CH:37]([F:38])[F:39])=[CH:32][CH:31]=1, predict the reactants needed to synthesize it. (3) Given the product [N:1]([C:2]1[CH:3]=[CH:4][C:5]([CH3:20])=[C:6]([C:8]2[CH:9]=[C:10]3[C:15](=[CH:16][CH:17]=2)[N:14]=[C:13]([NH:18][CH3:19])[N:12]=[CH:11]3)[CH:7]=1)=[C:21]=[S:36], predict the reactants needed to synthesize it. The reactants are: [NH2:1][C:2]1[CH:3]=[CH:4][C:5]([CH3:20])=[C:6]([C:8]2[CH:9]=[C:10]3[C:15](=[CH:16][CH:17]=2)[N:14]=[C:13]([NH:18][CH3:19])[N:12]=[CH:11]3)[CH:7]=1.[C:21](=[S:36])(OC1C=CC=CN=1)OC1C=CC=CN=1. (4) Given the product [C:1]([O:5][C:6]([NH:8][C@H:9]([C:13]1([CH3:19])[CH2:18][CH2:17][CH2:16][CH2:15][CH2:14]1)[C:10]([O:12][CH2:23][C:24]1[CH:29]=[CH:28][CH:27]=[CH:26][CH:25]=1)=[O:11])=[O:7])([CH3:4])([CH3:2])[CH3:3], predict the reactants needed to synthesize it. The reactants are: [C:1]([O:5][C:6]([NH:8][C@H:9]([C:13]1([CH3:19])[CH2:18][CH2:17][CH2:16][CH2:15][CH2:14]1)[C:10]([OH:12])=[O:11])=[O:7])([CH3:4])([CH3:3])[CH3:2].C(Cl)Cl.[CH2:23](O)[C:24]1[CH:29]=[CH:28][CH:27]=[CH:26][CH:25]=1.C(Cl)CCl. (5) Given the product [NH2:7][C:8]1[S:12][C:11]([C:13]2[C:14]([F:20])=[CH:15][CH:16]=[CH:17][C:18]=2[F:19])=[N:10][C:9]=1[C:21]([NH:23][C:24]1[C:25]([N:33]2[CH2:38][C@H:37]([CH3:39])[C@@H:36]([OH:40])[C@H:35]([NH2:48])[CH2:34]2)=[C:26]2[CH2:32][CH2:31][O:30][C:27]2=[N:28][CH:29]=1)=[O:22], predict the reactants needed to synthesize it. The reactants are: C(OC(=O)[NH:7][C:8]1[S:12][C:11]([C:13]2[C:18]([F:19])=[CH:17][CH:16]=[CH:15][C:14]=2[F:20])=[N:10][C:9]=1[C:21]([NH:23][C:24]1[C:25]([N:33]2[CH2:38][C@H:37]([CH3:39])[C@@H:36]([O:40][Si](C(C)(C)C)(C)C)[C@H:35]([NH:48]C(OC(C)(C)C)=O)[CH2:34]2)=[C:26]2[CH2:32][CH2:31][O:30][C:27]2=[N:28][CH:29]=1)=[O:22])(C)(C)C.[H+].[H+].F[Si-2](F)(F)(F)(F)F.O.[NH4+].[OH-]. (6) The reactants are: Cl[C:2]1[C:11]2[C:6](=[CH:7][C:8]([O:12][CH3:13])=[CH:9][CH:10]=2)[CH:5]=[C:4]([NH:14][C:15]2[CH:19]=[C:18]([CH3:20])[NH:17][N:16]=2)[N:3]=1.[N:21]1[CH:26]=[CH:25][CH:24]=[CH:23][C:22]=1[NH2:27]. Given the product [CH3:13][O:12][C:8]1[CH:7]=[C:6]2[C:11](=[CH:10][CH:9]=1)[C:2]([NH:27][C:22]1[CH:23]=[CH:24][CH:25]=[CH:26][N:21]=1)=[N:3][C:4]([NH:14][C:15]1[CH:19]=[C:18]([CH3:20])[NH:17][N:16]=1)=[CH:5]2, predict the reactants needed to synthesize it. (7) The reactants are: [C:1]([C:4]1[CH:5]=[CH:6][C:7]([O:22][CH3:23])=[C:8]([C:10]2[C:11]([CH:20]=[O:21])=[CH:12][C:13]([C:16]([F:19])([F:18])[F:17])=[CH:14][CH:15]=2)[CH:9]=1)([CH3:3])=[CH2:2].[BH4-].[Na+]. Given the product [C:1]([C:4]1[CH:5]=[CH:6][C:7]([O:22][CH3:23])=[C:8]([C:10]2[CH:15]=[CH:14][C:13]([C:16]([F:17])([F:18])[F:19])=[CH:12][C:11]=2[CH2:20][OH:21])[CH:9]=1)([CH3:3])=[CH2:2], predict the reactants needed to synthesize it. (8) Given the product [F:1][C:2]1[C:3]([O:20][CH3:21])=[C:4]([C:8]2[N:13]([CH2:30][CH2:29][C:28]3[CH:32]=[CH:33][CH:34]=[CH:35][C:27]=3[F:26])[C:12](=[O:14])[C:11]([CH2:15][CH:16]([CH3:17])[CH3:18])=[C:10]([CH3:19])[N:9]=2)[CH:5]=[CH:6][CH:7]=1, predict the reactants needed to synthesize it. The reactants are: [F:1][C:2]1[C:3]([O:20][CH3:21])=[C:4]([C:8]2[NH:9][C:10]([CH3:19])=[C:11]([CH2:15][CH:16]([CH3:18])[CH3:17])[C:12](=[O:14])[N:13]=2)[CH:5]=[CH:6][CH:7]=1.[H-].[Li+].[Li+].[Br-].[F:26][C:27]1[CH:35]=[CH:34][CH:33]=[CH:32][C:28]=1[CH2:29][CH2:30]Br. (9) Given the product [ClH:36].[ClH:36].[C:8]([C:12]1[CH:13]=[C:14]([C:19]2[CH:24]=[CH:23][C:22]([CH3:25])=[CH:21][N:20]=2)[C:15]([OH:18])=[C:16]([CH2:27][NH:7][C:3]([CH3:6])([CH3:5])[CH3:4])[CH:17]=1)([CH3:11])([CH3:10])[CH3:9], predict the reactants needed to synthesize it. The reactants are: C=O.[C:3]([NH2:7])([CH3:6])([CH3:5])[CH3:4].[C:8]([C:12]1[CH:17]=[CH:16][C:15]([OH:18])=[C:14]([C:19]2[CH:24]=[CH:23][C:22]([CH3:25])=[CH:21][N:20]=2)[CH:13]=1)([CH3:11])([CH3:10])[CH3:9].O1C2C=CC=CC=2CN[CH2:27]1.[ClH:36].Cl.C(O)C. (10) Given the product [OH:8][C:7]1[C@@H:5]([C@@H:3]([OH:4])[CH2:2][OH:1])[O:6][C:11](=[O:12])[C:9]=1[OH:10], predict the reactants needed to synthesize it. The reactants are: [OH:1][CH2:2][C@@H:3]([C@H:5]([C@@H:7]([C@@H:9]([CH2:11][OH:12])[OH:10])[OH:8])[OH:6])[OH:4].OCC([C@H]([C@@H]([C@H](CO)O)O)O)=O.